This data is from Full USPTO retrosynthesis dataset with 1.9M reactions from patents (1976-2016). The task is: Predict the reactants needed to synthesize the given product. (1) Given the product [C:1]([C@H:3]1[CH2:4][CH2:5][C@H:6]([C:9]([OH:11])=[O:10])[CH2:7][CH2:8]1)#[N:2], predict the reactants needed to synthesize it. The reactants are: [C:1]([C@H:3]1[CH2:8][CH2:7][C@H:6]([C:9]([O:11]C)=[O:10])[CH2:5][CH2:4]1)#[N:2].[OH-].[Li+].Cl. (2) Given the product [F:14][C:15]1[CH:27]=[CH:26][C:18]([CH2:19][N:20]2[CH:24]=[CH:23][C:22]([NH:25][CH:10]3[CH2:11][CH2:12][N:7]([C:5]4[S:4][N:3]=[C:2]([CH3:1])[N:6]=4)[CH2:8][CH2:9]3)=[N:21]2)=[CH:17][CH:16]=1, predict the reactants needed to synthesize it. The reactants are: [CH3:1][C:2]1[N:6]=[C:5]([N:7]2[CH2:12][CH2:11][C:10](=O)[CH2:9][CH2:8]2)[S:4][N:3]=1.[F:14][C:15]1[CH:27]=[CH:26][C:18]([CH2:19][N:20]2[CH:24]=[CH:23][C:22]([NH2:25])=[N:21]2)=[CH:17][CH:16]=1. (3) Given the product [CH3:24][N:25]1[CH2:30][CH2:29][N:28]([C:2]2[N:7]=[N:6][C:5]([C:8]3[CH:17]=[CH:16][C:15]4[C:10](=[CH:11][CH:12]=[CH:13][CH:14]=4)[CH:9]=3)=[C:4]([C:18]3[CH:23]=[CH:22][N:21]=[CH:20][CH:19]=3)[CH:3]=2)[CH2:27][CH2:26]1, predict the reactants needed to synthesize it. The reactants are: Cl[C:2]1[N:7]=[N:6][C:5]([C:8]2[CH:17]=[CH:16][C:15]3[C:10](=[CH:11][CH:12]=[CH:13][CH:14]=3)[CH:9]=2)=[C:4]([C:18]2[CH:23]=[CH:22][N:21]=[CH:20][CH:19]=2)[CH:3]=1.[CH3:24][N:25]1[CH2:30][CH2:29][NH:28][CH2:27][CH2:26]1. (4) The reactants are: [NH2:1][C:2]1[C:3](=[O:13])[C:4]2[C:9]([C:10](=[O:12])[CH:11]=1)=[CH:8][CH:7]=[CH:6][CH:5]=2.[H-].[Na+].[C:16](Cl)(=[O:20])[CH:17]([CH3:19])[CH3:18]. Given the product [O:13]=[C:3]1[C:4]2[C:9](=[CH:8][CH:7]=[CH:6][CH:5]=2)[C:10](=[O:12])[CH:11]=[C:2]1[NH:1][C:16](=[O:20])[CH:17]([CH3:19])[CH3:18], predict the reactants needed to synthesize it. (5) Given the product [O:1]=[C:2]1[N:6]([C:7]2[CH:12]=[CH:11][CH:10]=[C:9]([NH:13][C:14]3[S:15][CH2:16][CH2:17][N:18]=3)[CH:8]=2)[CH2:5][CH:4]([C:19]([NH:21][CH:22]([C:29]2[CH:30]=[N:31][CH:32]=[CH:33][CH:34]=2)[CH2:23][C:24]([OH:26])=[O:25])=[O:20])[CH2:3]1, predict the reactants needed to synthesize it. The reactants are: [O:1]=[C:2]1[N:6]([C:7]2[CH:12]=[CH:11][CH:10]=[C:9]([NH:13][C:14]3[S:15][CH2:16][CH2:17][N:18]=3)[CH:8]=2)[CH2:5][CH:4]([C:19]([NH:21][CH:22]([C:29]2[CH:30]=[N:31][CH:32]=[CH:33][CH:34]=2)[CH2:23][C:24]([O:26]CC)=[O:25])=[O:20])[CH2:3]1.[OH-].[Na+]. (6) Given the product [CH2:1]([C:3]1[CH:8]=[CH:7][C:6]([O:9][C:11]2[CH:12]=[CH:13][C:14]([N+:26]([O-:28])=[O:27])=[C:15]([CH2:17][NH:18][C:19](=[O:25])[O:20][C:21]([CH3:24])([CH3:22])[CH3:23])[CH:16]=2)=[CH:5][CH:4]=1)[CH3:2], predict the reactants needed to synthesize it. The reactants are: [CH2:1]([C:3]1[CH:8]=[CH:7][C:6]([OH:9])=[CH:5][CH:4]=1)[CH3:2].Cl[C:11]1[CH:12]=[CH:13][C:14]([N+:26]([O-:28])=[O:27])=[C:15]([CH2:17][NH:18][C:19](=[O:25])[O:20][C:21]([CH3:24])([CH3:23])[CH3:22])[CH:16]=1.[H-].[Na+]. (7) Given the product [CH2:2]([C:4]1[CH:9]=[CH:8][CH:7]=[CH:6][C:5]=1[N:10]1[C:5]([NH2:10])=[CH:4][C:2]([CH3:3])=[N:11]1)[CH3:3], predict the reactants needed to synthesize it. The reactants are: Cl.[CH2:2]([C:4]1[CH:9]=[CH:8][CH:7]=[CH:6][C:5]=1[NH:10][NH2:11])[CH3:3].[OH-].[Na+].